Dataset: Reaction yield outcomes from USPTO patents with 853,638 reactions. Task: Predict the reaction yield, written as a fraction of the theoretical maximum amount of product (1.0 means a 100% yield; for example, 0.34 means a 34% yield). (1) The reactants are [Br:1][C:2]1[C:11]2[C:6](=[CH:7][C:8]([O:12][CH3:13])=[CH:9][CH:10]=2)[CH:5]=[CH:4][C:3]=1[OH:14].C(=O)([O-])[O-].[K+].[K+].[CH2:21](Br)[C:22]1[CH:27]=[CH:26][CH:25]=[CH:24][CH:23]=1. The catalyst is CN(C=O)C. The product is [CH2:21]([O:14][C:3]1[CH:4]=[CH:5][C:6]2[C:11](=[CH:10][CH:9]=[C:8]([O:12][CH3:13])[CH:7]=2)[C:2]=1[Br:1])[C:22]1[CH:27]=[CH:26][CH:25]=[CH:24][CH:23]=1. The yield is 0.862. (2) The reactants are [F:1][C:2]([F:28])([CH2:20][O:21][C:22]1[CH:27]=[CH:26][CH:25]=[CH:24][CH:23]=1)/[CH:3]=[CH:4]/[C@@H:5]1[C@@H:17]2[C@@H:8]([O:9][C:10](=[O:18])[CH2:11][CH2:12][CH2:13][CH:14]=[CH:15][CH2:16]2)[CH2:7][C@H:6]1[OH:19].C(N(CC)CC)C.[C:36]1([C:45]2[CH:50]=[CH:49][CH:48]=[CH:47][CH:46]=2)[CH:41]=[CH:40][C:39]([C:42](Cl)=[O:43])=[CH:38][CH:37]=1.C(=O)(O)[O-].[Na+]. The catalyst is C1COCC1.CN(C)C1C=CN=CC=1. The product is [C:45]1([C:36]2[CH:37]=[CH:38][C:39]([C:42]([O:19][C@@H:6]3[CH2:7][C@@H:8]4[O:9][C:10](=[O:18])[CH2:11][CH2:12][CH2:13][CH:14]=[CH:15][CH2:16][C@@H:17]4[C@H:5]3/[CH:4]=[CH:3]/[C:2]([F:1])([F:28])[CH2:20][O:21][C:22]3[CH:27]=[CH:26][CH:25]=[CH:24][CH:23]=3)=[O:43])=[CH:40][CH:41]=2)[CH:46]=[CH:47][CH:48]=[CH:49][CH:50]=1. The yield is 0.690.